From a dataset of Forward reaction prediction with 1.9M reactions from USPTO patents (1976-2016). Predict the product of the given reaction. (1) The product is: [F:28][C:25]1[C:24]([C:29]2[CH:34]=[CH:33][CH:32]=[CH:31][CH:30]=2)=[C:23]([CH3:35])[C:22]([C:36]#[N:37])=[C:21]2[C:26]=1[O:27][C:2]([C:3]1[CH:4]=[N:5][CH:6]=[CH:7][CH:8]=1)=[N:20]2. Given the reactants Cl.[CH2:2](Cl)[C:3]1[CH:8]=[CH:7][CH:6]=[N:5][CH:4]=1.C(N(CC)CC)C.ClCCl.[NH2:20][C:21]1[C:26]([OH:27])=[C:25]([F:28])[C:24]([C:29]2[CH:34]=[CH:33][CH:32]=[CH:31][CH:30]=2)=[C:23]([CH3:35])[C:22]=1[C:36]#[N:37], predict the reaction product. (2) Given the reactants [CH3:1][C:2]1[CH:7]=[C:6]([N+:8]([O-:10])=[O:9])[CH:5]=[CH:4][C:3]=1[OH:11].Br[CH2:13][CH:14]1[CH2:16][CH2:15]1.C(=O)([O-])[O-].[K+].[K+], predict the reaction product. The product is: [CH:14]1([CH2:13][O:11][C:3]2[CH:4]=[CH:5][C:6]([N+:8]([O-:10])=[O:9])=[CH:7][C:2]=2[CH3:1])[CH2:16][CH2:15]1.